From a dataset of Reaction yield outcomes from USPTO patents with 853,638 reactions. Predict the reaction yield, written as a fraction of the theoretical maximum amount of product (1.0 means a 100% yield; for example, 0.34 means a 34% yield). (1) The reactants are [CH3:1][S:2]([C:5]1[CH:6]=[C:7]([C:11]2[CH:16]=[CH:15][C:14]([N:17]3[CH:21]=[C:20]([C:22]([NH:24][NH2:25])=[O:23])[N:19]=[C:18]3[C:26]3[CH:31]=[CH:30][CH:29]=[CH:28][C:27]=3[C:32]([F:35])([F:34])[F:33])=[CH:13][CH:12]=2)[CH:8]=[CH:9][CH:10]=1)(=[O:4])=[O:3].[C:36](OC(=O)C)(=O)[CH3:37].C([O-])([O-])=O.[Na+].[Na+].[Na+].[Cl-]. The catalyst is N1C=CC=CC=1. The product is [CH3:36][C:37]1[O:23][C:22]([C:20]2[N:19]=[C:18]([C:26]3[CH:31]=[CH:30][CH:29]=[CH:28][C:27]=3[C:32]([F:35])([F:33])[F:34])[N:17]([C:14]3[CH:15]=[CH:16][C:11]([C:7]4[CH:8]=[CH:9][CH:10]=[C:5]([S:2]([CH3:1])(=[O:3])=[O:4])[CH:6]=4)=[CH:12][CH:13]=3)[CH:21]=2)=[N:24][N:25]=1. The yield is 0.130. (2) The yield is 0.740. The catalyst is O.O1CCCC1. The product is [NH2:1][N:2]1[C:6]([C:7]([OH:9])=[O:8])=[CH:5][N:4]=[C:3]1[CH:11]([CH3:13])[CH3:12]. The reactants are [NH2:1][N:2]1[C:6]([C:7]([O:9]C)=[O:8])=[CH:5][N:4]=[C:3]1[CH:11]([CH3:13])[CH3:12].[OH-].[Na+]. (3) The reactants are [Cl:1][C:2]1[CH:3]=[C:4]([C:8]([CH3:12])=[CH:9][C:10]=1[Cl:11])[C:5]([OH:7])=[O:6].S(=O)(=O)(O)O.[CH2:18](O)[CH3:19]. No catalyst specified. The product is [Cl:1][C:2]1[CH:3]=[C:4]([C:8]([CH3:12])=[CH:9][C:10]=1[Cl:11])[C:5]([O:7][CH2:18][CH3:19])=[O:6]. The yield is 0.970. (4) The reactants are [CH:1]1([NH2:5])[CH2:4][CH2:3][CH2:2]1.C([O-])([O-])=O.[K+].[K+].[C:12]([O:16][C:17](=[O:27])[NH:18][C:19]1[CH:24]=[N:23][C:22]([CH2:25]Br)=[CH:21][N:20]=1)([CH3:15])([CH3:14])[CH3:13]. The catalyst is C1COCC1. The product is [C:12]([O:16][C:17](=[O:27])[NH:18][C:19]1[CH:24]=[N:23][C:22]([CH2:25][NH:5][CH:1]2[CH2:4][CH2:3][CH2:2]2)=[CH:21][N:20]=1)([CH3:15])([CH3:14])[CH3:13]. The yield is 0.360. (5) The reactants are C([C@@H]1N(C(=O)C2C=CC(OC3C=CC=CC=3)=CC=2)C[C@H](CC(C)C)NC1=O)C(C)C.[CH2:31]([C@@H:35]1[NH:40][CH2:39][C@H:38]([CH2:41][S:42][CH3:43])[NH:37][C:36]1=[O:44])[CH:32]([CH3:34])[CH3:33].[F:45][C:46]1[CH:51]=[CH:50][C:49]([C:52]2[O:56][N:55]=[C:54]([C:57](O)=[O:58])[N:53]=2)=[CH:48][CH:47]=1. No catalyst specified. The product is [F:45][C:46]1[CH:47]=[CH:48][C:49]([C:52]2[O:56][N:55]=[C:54]([C:57]([N:40]3[CH2:39][C@H:38]([CH2:41][S:42][CH3:43])[NH:37][C:36](=[O:44])[C@@H:35]3[CH2:31][CH:32]([CH3:34])[CH3:33])=[O:58])[N:53]=2)=[CH:50][CH:51]=1. The yield is 0.300. (6) The reactants are C(NC1C=CC(C2C=C3C(=CC=2)C(=O)N([C@@H](C(C)C)C(O)=O)C3)=CC=1)(=O)C1C=CC=CC=1.[CH3:33][O:34][C:35]1[CH:67]=[CH:66][C:38]([C:39]([NH:41][C:42]2[CH:47]=[CH:46][C:45]([C:48]3[CH:49]=[C:50]4[C:54](=[CH:55][CH:56]=3)[C:53](=[O:57])[N:52]([C@@H:58]([CH:63]([CH3:65])[CH3:64])[C:59]([O:61]C)=[O:60])[CH2:51]4)=[CH:44][CH:43]=2)=[O:40])=[CH:37][CH:36]=1. No catalyst specified. The product is [CH3:33][O:34][C:35]1[CH:36]=[CH:37][C:38]([C:39]([NH:41][C:42]2[CH:43]=[CH:44][C:45]([C:48]3[CH:49]=[C:50]4[C:54](=[CH:55][CH:56]=3)[C:53](=[O:57])[N:52]([C@@H:58]([CH:63]([CH3:64])[CH3:65])[C:59]([OH:61])=[O:60])[CH2:51]4)=[CH:46][CH:47]=2)=[O:40])=[CH:66][CH:67]=1. The yield is 0.790. (7) The reactants are [C:1]([O:5][C:6]([N:8]1[CH2:13][CH2:12][O:11][CH:10]([CH2:14][O:15][CH2:16][C:17]2[CH:18]=[CH:19][N:20]3[C:25]=2[C:24](SC)=[N:23][CH:22]=[N:21]3)[CH2:9]1)=[O:7])([CH3:4])([CH3:3])[CH3:2].C1C=C(Cl)C=C(C(OO)=O)C=1.[Cl:39][C:40]1[CH:41]=[C:42]([CH:44]=[CH:45][C:46]=1[F:47])[NH2:43]. The catalyst is C(Cl)Cl. The product is [C:1]([O:5][C:6]([N:8]1[CH2:13][CH2:12][O:11][CH:10]([CH2:14][O:15][CH2:16][C:17]2[CH:18]=[CH:19][N:20]3[C:25]=2[C:24]([NH:43][C:42]2[CH:44]=[CH:45][C:46]([F:47])=[C:40]([Cl:39])[CH:41]=2)=[N:23][CH:22]=[N:21]3)[CH2:9]1)=[O:7])([CH3:4])([CH3:3])[CH3:2]. The yield is 0.410.